This data is from Full USPTO retrosynthesis dataset with 1.9M reactions from patents (1976-2016). The task is: Predict the reactants needed to synthesize the given product. Given the product [C:1]([O:5][C:6](=[O:13])[NH:7][C@H:8]1[CH2:11][C@H:10]([NH:12][C:15]2[S:16][C:17]3[CH:23]=[C:22]([F:24])[CH:21]=[CH:20][C:18]=3[N:19]=2)[CH2:9]1)([CH3:4])([CH3:2])[CH3:3], predict the reactants needed to synthesize it. The reactants are: [C:1]([O:5][C:6](=[O:13])[NH:7][C@H:8]1[CH2:11][C@H:10]([NH2:12])[CH2:9]1)([CH3:4])([CH3:3])[CH3:2].Cl[C:15]1[S:16][C:17]2[CH:23]=[C:22]([F:24])[CH:21]=[CH:20][C:18]=2[N:19]=1.C(N(C(C)C)CC)(C)C.